Predict the product of the given reaction. From a dataset of Forward reaction prediction with 1.9M reactions from USPTO patents (1976-2016). (1) The product is: [NH2:1][C:2]1[N:7]=[C:6]([CH3:8])[N:5]=[C:4]([C:9]2[N:13]3[N:14]=[CH:15][CH:16]=[CH:17][C:12]3=[N:11][C:10]=2[NH:18][C:19]2[CH:24]=[CH:23][C:22]([NH:25][C:26](=[O:37])[O:27][C:28]3[CH:29]=[CH:30][C:31]([N+:34]([O-:36])=[O:35])=[CH:32][CH:33]=3)=[CH:21][CH:20]=2)[CH:3]=1. Given the reactants [NH2:1][C:2]1[N:7]=[C:6]([CH3:8])[N:5]=[C:4]([C:9]2[N:13]3[N:14]=[CH:15][CH:16]=[CH:17][C:12]3=[N:11][C:10]=2[NH:18][C:19]2[CH:24]=[CH:23][C:22]([NH2:25])=[CH:21][CH:20]=2)[CH:3]=1.[C:26](Cl)(=[O:37])[O:27][C:28]1[CH:33]=[CH:32][C:31]([N+:34]([O-:36])=[O:35])=[CH:30][CH:29]=1.C(N(C(C)C)C(C)C)C, predict the reaction product. (2) Given the reactants [Cl:1][C:2]1[CH:7]=[C:6]([O:8][CH2:9][C:10]2[CH:15]=[CH:14][CH:13]=[CH:12][CH:11]=2)[CH:5]=[C:4]([Cl:16])[C:3]=1[OH:17].C(=O)([O-])[O-].[K+].[K+].Br[CH2:25][CH2:26][OH:27].O, predict the reaction product. The product is: [Cl:1][C:2]1[CH:7]=[C:6]([O:8][CH2:9][C:10]2[CH:15]=[CH:14][CH:13]=[CH:12][CH:11]=2)[CH:5]=[C:4]([Cl:16])[C:3]=1[O:17][CH2:25][CH2:26][OH:27]. (3) Given the reactants [CH3:1][C:2]1[NH:3][C:4]2[CH:5]=[CH:6][CH:7]=[C:8]([OH:11])[C:9]=2[CH:10]=1.C[Si]([N-][Si](C)(C)C)(C)C.[Na+].[CH2:22](OS(C1C=CC=C([N+]([O-])=O)C=1)(=O)=O)[C@@H:23]1[O:25][CH2:24]1.C(=O)([O-])[O-].[Na+].[Na+], predict the reaction product. The product is: [CH3:1][C:2]1[NH:3][C:4]2[C:9]([CH:10]=1)=[C:8]([O:11][CH2:22][C@@H:23]1[CH2:24][O:25]1)[CH:7]=[CH:6][CH:5]=2. (4) Given the reactants C(OC(=O)[NH:7][CH2:8][C:9]1([C:12](=[O:24])[NH:13][CH:14]2[CH:21]3[CH2:22][CH:17]4[CH2:18][CH:19]([CH2:23][CH:15]2[CH2:16]4)[CH2:20]3)[CH2:11][CH2:10]1)(C)(C)C.[Cl:26][C:27]1[C:28]([CH3:37])=[C:29]([S:33](Cl)(=[O:35])=[O:34])[CH:30]=[CH:31][CH:32]=1, predict the reaction product. The product is: [CH:15]12[CH2:16][CH:17]3[CH2:18][CH:19]([CH2:20][CH:21]([CH2:22]3)[CH:14]1[NH:13][C:12]([C:9]1([CH2:8][NH:7][S:33]([C:29]3[CH:30]=[CH:31][CH:32]=[C:27]([Cl:26])[C:28]=3[CH3:37])(=[O:34])=[O:35])[CH2:10][CH2:11]1)=[O:24])[CH2:23]2. (5) The product is: [Br:18][CH2:19][C:20]([NH:7][C:6]1[CH:1]=[CH:2][C:3]([As:8]([OH:10])(=[O:11])[OH:9])=[CH:4][CH:5]=1)=[O:21]. Given the reactants [CH:1]1[C:6]([NH2:7])=[CH:5][CH:4]=[C:3]([As:8]([OH:11])([OH:10])=[O:9])[CH:2]=1.C(=O)([O-])[O-].[Na+].[Na+].[Br:18][CH2:19][C:20](Br)=[O:21], predict the reaction product. (6) Given the reactants FC1C=C2C(C(I)=CN2S(C2C=CC=CC=2)(=O)=O)=CC=1.C1(S([N:30]2[C:38]3[C:33](=[CH:34][CH:35]=[CH:36][CH:37]=3)[C:32]([C:39]3[CH:40]=[CH:41][C:42]4[O:46][CH:45]=[N:44][C:43]=4[CH:47]=3)=[CH:31]2)(=O)=O)C=CC=CC=1, predict the reaction product. The product is: [NH:30]1[C:38]2[C:33](=[CH:34][CH:35]=[CH:36][CH:37]=2)[C:32]([C:39]2[CH:40]=[CH:41][C:42]3[O:46][CH:45]=[N:44][C:43]=3[CH:47]=2)=[CH:31]1. (7) Given the reactants [Cl:1][C:2]1[N:7]=[CH:6][C:5]([O:8][CH2:9][CH:10]2[CH2:15][CH2:14][N:13]([CH2:16][C:17](O)([CH2:20][CH3:21])[CH2:18][CH3:19])[CH2:12][CH2:11]2)=[CH:4][N:3]=1.CCN(S(F)(F)[F:29])CC.C([O-])(O)=O.[Na+], predict the reaction product. The product is: [Cl:1][C:2]1[N:7]=[CH:6][C:5]([O:8][CH2:9][CH:10]2[CH2:15][CH2:14][N:13]([CH2:16][C:17]([CH2:20][CH3:21])([F:29])[CH2:18][CH3:19])[CH2:12][CH2:11]2)=[CH:4][N:3]=1. (8) Given the reactants [Br:1][C:2]1[CH:3]=[C:4]2[C:14](=[CH:15][CH:16]=1)[C@:7]1([O:11][C:10](=[O:12])[NH:9][C:8]1=[O:13])[CH2:6][CH2:5]2.Br[CH2:18][C:19]([N:21]([C@@H:30]([CH:35]1[CH2:37][CH2:36]1)[C:31]([F:34])([F:33])[F:32])[CH2:22][C:23]1[CH:28]=[CH:27][C:26]([F:29])=[CH:25][CH:24]=1)=[O:20].BrCC(N(CC1C=CC(F)=CC=1)[C@@H](C)C(F)(F)F)=[O:41], predict the reaction product. The product is: [Br:1][C:2]1[CH:3]=[C:4]2[CH2:5][O:41][CH2:6][C:7]3([O:11][C:10](=[O:12])[N:9]([CH2:18][C:19]([N:21]([C@@H:30]([CH:35]4[CH2:37][CH2:36]4)[C:31]([F:34])([F:33])[F:32])[CH2:22][C:23]4[CH:28]=[CH:27][C:26]([F:29])=[CH:25][CH:24]=4)=[O:20])[C:8]3=[O:13])[C:14]2=[CH:15][CH:16]=1.